From a dataset of Catalyst prediction with 721,799 reactions and 888 catalyst types from USPTO. Predict which catalyst facilitates the given reaction. Reactant: [F:1][C:2]1([CH2:12][CH2:13][CH:14]2[C:22]3[C:17](=[CH:18][CH:19]=[CH:20][CH:21]=3)[C:16]3=[CH:23][N:24]=[CH:25][N:15]23)[CH2:7][CH2:6][CH:5]([C:8](OC)=[O:9])[CH2:4][CH2:3]1.[H-].[H-].[H-].[H-].[Li+].[Al+3].CC(O)C. Product: [F:1][C:2]1([CH2:12][CH2:13][CH:14]2[C:22]3[C:17](=[CH:18][CH:19]=[CH:20][CH:21]=3)[C:16]3=[CH:23][N:24]=[CH:25][N:15]23)[CH2:7][CH2:6][CH:5]([CH2:8][OH:9])[CH2:4][CH2:3]1. The catalyst class is: 134.